This data is from Rat liver microsome stability data. The task is: Regression/Classification. Given a drug SMILES string, predict its absorption, distribution, metabolism, or excretion properties. Task type varies by dataset: regression for continuous measurements (e.g., permeability, clearance, half-life) or binary classification for categorical outcomes (e.g., BBB penetration, CYP inhibition). Dataset: rlm. (1) The molecule is O=C(NCCc1ccc(OCC(F)(F)F)c(OCC(F)(F)F)c1)c1cc2sccc2n1Cc1ccccc1. The result is 1 (stable in rat liver microsomes). (2) The drug is N#Cc1ccccc1S(=O)(=O)Nc1cnccc1C(=O)Nc1nc(-c2ccccc2)cs1. The result is 1 (stable in rat liver microsomes). (3) The molecule is CCN1CCN(c2ncc3c(n2)CCN(Cc2cc(Br)cs2)C3)CC1. The result is 1 (stable in rat liver microsomes). (4) The compound is CCc1cccc(NC(=O)CSc2nc3ccccc3nc2N2CCCCC2)c1. The result is 1 (stable in rat liver microsomes). (5) The compound is O=C(c1cnc(N2CCCCC2)c2ccccc12)N1CCN(c2ccc(Cl)cc2)CC1. The result is 1 (stable in rat liver microsomes). (6) The drug is CC(C)Oc1ccccc1C(=O)Nc1ccccc1C(=O)Nc1cccc(S(=O)(=O)C(F)(F)F)c1. The result is 1 (stable in rat liver microsomes).